From a dataset of Reaction yield outcomes from USPTO patents with 853,638 reactions. Predict the reaction yield, written as a fraction of the theoretical maximum amount of product (1.0 means a 100% yield; for example, 0.34 means a 34% yield). The reactants are [C:1]([C:5]1[CH:9]=[C:8]([C:10]([O:12][CH2:13][CH3:14])=[O:11])[NH:7][N:6]=1)([CH3:4])([CH3:3])[CH3:2].[Cl:15][C:16]1[CH:23]=[C:22]([C:24]([F:27])([F:26])[F:25])[CH:21]=[CH:20][C:17]=1[CH2:18]Cl.C(=O)([O-])[O-].[K+].[K+]. The catalyst is CN(C)C=O. The product is [C:1]([C:5]1[CH:9]=[C:8]([C:10]([O:12][CH2:13][CH3:14])=[O:11])[N:7]([CH2:18][C:17]2[CH:20]=[CH:21][C:22]([C:24]([F:25])([F:27])[F:26])=[CH:23][C:16]=2[Cl:15])[N:6]=1)([CH3:4])([CH3:2])[CH3:3]. The yield is 0.930.